Dataset: Full USPTO retrosynthesis dataset with 1.9M reactions from patents (1976-2016). Task: Predict the reactants needed to synthesize the given product. Given the product [C:11]([O:15][C:16]([N:18]1[CH2:23][CH:22]=[C:21]([C:3]2[CH:4]=[CH:5][CH:6]=[CH:7][C:2]=2[CH3:1])[CH2:20][CH2:19]1)=[O:17])([CH3:14])([CH3:13])[CH3:12], predict the reactants needed to synthesize it. The reactants are: [CH3:1][C:2]1[CH:7]=[CH:6][CH:5]=[CH:4][C:3]=1B(O)O.[C:11]([O:15][C:16]([N:18]1[CH2:23][CH:22]=[C:21](OS(C(F)(F)F)(=O)=O)[CH2:20][CH2:19]1)=[O:17])([CH3:14])([CH3:13])[CH3:12].